This data is from Full USPTO retrosynthesis dataset with 1.9M reactions from patents (1976-2016). The task is: Predict the reactants needed to synthesize the given product. (1) The reactants are: [Br:1][C:2]1[CH:7]=[CH:6][C:5]([C:8]2[O:12][N:11]=[C:10]([CH3:13])[C:9]=2[CH:14]([OH:18])[CH2:15][CH:16]=[CH2:17])=[CH:4][CH:3]=1.I[C:20]1[CH:25]=[CH:24][CH:23]=[CH:22][CH:21]=1.C(N(CC)CC)C. Given the product [Br:1][C:2]1[CH:3]=[CH:4][C:5]([C:8]2[O:12][N:11]=[C:10]([CH3:13])[C:9]=2[C:14](=[O:18])[CH2:15][CH2:16][CH2:17][C:20]2[CH:25]=[CH:24][CH:23]=[CH:22][CH:21]=2)=[CH:6][CH:7]=1, predict the reactants needed to synthesize it. (2) Given the product [Cl:17][CH2:18][C:19]([NH:4][C:3]1[CH:5]=[CH:6][C:7]([F:9])=[CH:8][C:2]=1[F:1])=[O:20], predict the reactants needed to synthesize it. The reactants are: [F:1][C:2]1[CH:8]=[C:7]([F:9])[CH:6]=[CH:5][C:3]=1[NH2:4].C(N(CC)CC)C.[Cl:17][CH2:18][C:19](Cl)=[O:20].